From a dataset of Reaction yield outcomes from USPTO patents with 853,638 reactions. Predict the reaction yield, written as a fraction of the theoretical maximum amount of product (1.0 means a 100% yield; for example, 0.34 means a 34% yield). (1) The reactants are [CH3:1][C:2]1[CH:11]=[CH:10][C:9]2[C:4](=[CH:5][CH:6]=[CH:7][CH:8]=2)[C:3]=1[CH2:12][C:13]#N.[OH:15]S(O)(=O)=O.[OH2:20]. No catalyst specified. The product is [CH3:1][C:2]1[CH:11]=[CH:10][C:9]2[C:4](=[CH:5][CH:6]=[CH:7][CH:8]=2)[C:3]=1[CH2:12][C:13]([OH:15])=[O:20]. The yield is 0.670. (2) The reactants are [N:1]([C@H:4]1[C@H:9]([O:10][CH3:11])[CH2:8][CH2:7][NH:6][CH2:5]1)=[N+:2]=[N-:3].Cl[C:13]1[N:18]=[C:17]([NH:19][C:20]2[N:25]=[CH:24][C:23]3[N:26]=[C:27]([CH3:32])[N:28]([CH:29]([CH3:31])[CH3:30])[C:22]=3[CH:21]=2)[CH:16]=[CH:15][N:14]=1.C(N(CC)CC)C. The catalyst is C(O)(C)C. The product is [N:1]([C@H:4]1[C@H:9]([O:10][CH3:11])[CH2:8][CH2:7][N:6]([C:13]2[N:18]=[C:17]([NH:19][C:20]3[N:25]=[CH:24][C:23]4[N:26]=[C:27]([CH3:32])[N:28]([CH:29]([CH3:30])[CH3:31])[C:22]=4[CH:21]=3)[CH:16]=[CH:15][N:14]=2)[CH2:5]1)=[N+:2]=[N-:3]. The yield is 0.810. (3) The reactants are BrC1C=CC2C3C(CCOC=2C=1)=CN(C1N(C2C=CC(F)=CC=2F)N=CN=1)N=3.Cl[C:30]1[N:34]([C:35]2[CH:40]=[CH:39][CH:38]=[CH:37][C:36]=2[Cl:41])[N:33]=[CH:32][N:31]=1.[Br:42][C:43]1[CH:44]=[CH:45][C:46]2[O:55][CH2:54][CH2:53][C:52]3[C:48](=[N:49][NH:50][CH:51]=3)[C:47]=2[CH:56]=1.C(Cl)Cl. The catalyst is C1CCCCC1. The product is [Br:42][C:43]1[CH:44]=[CH:45][C:46]2[O:55][CH2:54][CH2:53][C:52]3[C:48](=[N:49][N:50]([C:30]4[N:34]([C:35]5[CH:40]=[CH:39][CH:38]=[CH:37][C:36]=5[Cl:41])[N:33]=[CH:32][N:31]=4)[CH:51]=3)[C:47]=2[CH:56]=1. The yield is 0.330. (4) The reactants are I[C:2]1[CH:7]=[CH:6][CH:5]=[CH:4][C:3]=1[OH:8].[CH:9]([O:12][C:13]1[CH:18]=[CH:17][C:16](B2OC(C)(C)C(C)(C)O2)=[C:15]([CH3:28])[CH:14]=1)([CH3:11])[CH3:10].C(=O)([O-])[O-].[Cs+].[Cs+].Cl. The catalyst is COCCOC.C1(P(C2C=CC=CC=2)C2C=CC=CC=2)C=CC=CC=1.C1(P(C2C=CC=CC=2)C2C=CC=CC=2)C=CC=CC=1.C1(P(C2C=CC=CC=2)C2C=CC=CC=2)C=CC=CC=1.C1(P(C2C=CC=CC=2)C2C=CC=CC=2)C=CC=CC=1.[Pd]. The product is [CH:9]([O:12][C:13]1[CH:18]=[CH:17][C:16]([C:2]2[C:3]([OH:8])=[CH:4][CH:5]=[CH:6][CH:7]=2)=[C:15]([CH3:28])[CH:14]=1)([CH3:10])[CH3:11]. The yield is 0.310. (5) The reactants are [F:1][C:2]1[CH:3]=[C:4]([CH:18]=[C:19]([F:21])[CH:20]=1)[O:5][C:6]1[CH:7]=[CH:8][C:9]2[N:13]=[C:12]([CH2:14][OH:15])[N:11]([CH3:16])[C:10]=2[CH:17]=1.O[C:23]1[CH:24]=[C:25]([CH:30]=[CH:31][CH:32]=1)[C:26]([O:28][CH3:29])=[O:27].C(P(CCCC)CCCC)CCC.N(C(N1CCCCC1)=O)=NC(N1CCCCC1)=O. The catalyst is ClCCl. The product is [F:1][C:2]1[CH:3]=[C:4]([CH:18]=[C:19]([F:21])[CH:20]=1)[O:5][C:6]1[CH:7]=[CH:8][C:9]2[N:13]=[C:12]([CH2:14][O:15][C:23]3[CH:24]=[C:25]([CH:30]=[CH:31][CH:32]=3)[C:26]([O:28][CH3:29])=[O:27])[N:11]([CH3:16])[C:10]=2[CH:17]=1. The yield is 0.860.